Dataset: Full USPTO retrosynthesis dataset with 1.9M reactions from patents (1976-2016). Task: Predict the reactants needed to synthesize the given product. (1) Given the product [NH2:13][C:4]1[C:5]2[N:9]=[C:8]([CH3:10])[N:7]([CH3:11])[C:6]=2[CH:12]=[C:2]([Br:1])[CH:3]=1, predict the reactants needed to synthesize it. The reactants are: [Br:1][C:2]1[CH:3]=[C:4]([N+:13]([O-])=O)[C:5]2[N:9]=[C:8]([CH3:10])[N:7]([CH3:11])[C:6]=2[CH:12]=1.C.O.NN.CCCCCCC. (2) Given the product [CH3:27][O:26][CH2:25][CH2:24][O:23][C:17]1[CH:18]=[N:19][C:20]2[C:15]([CH:16]=1)=[CH:14][C:13]([C@@H:11]([N:8]1[C:7]3[C:28](=[O:29])[N:30]([C:31]4[S:35][N:34]=[C:33]([CH3:36])[CH:32]=4)[CH:4]=[CH:5][C:6]=3[N:10]=[N:9]1)[CH3:12])=[CH:22][CH:21]=2, predict the reactants needed to synthesize it. The reactants are: C(O[CH:4](OCC)[CH2:5][C:6]1[N:10]=[N:9][N:8]([CH:11]([C:13]2[CH:14]=[C:15]3[C:20](=[CH:21][CH:22]=2)[N:19]=[CH:18][C:17]([O:23][CH2:24][CH2:25][O:26][CH3:27])=[CH:16]3)[CH3:12])[C:7]=1[C:28]([NH:30][C:31]1[S:35][N:34]=[C:33]([CH3:36])[CH:32]=1)=[O:29])C.O.C1(C)C=CC(S(O)(=O)=O)=CC=1. (3) The reactants are: [Cl:1][C:2]1[CH:3]=[C:4]([C:8]2[CH:20]=[CH:19][C:11]([C:12]([O:14]C(C)(C)C)=[O:13])=[C:10]([NH:21][C:22](=[O:31])[C:23]3[CH:28]=[CH:27][CH:26]=[C:25]([CH3:29])[C:24]=3[CH3:30])[CH:9]=2)[CH:5]=[CH:6][CH:7]=1. Given the product [Cl:1][C:2]1[CH:3]=[C:4]([C:8]2[CH:20]=[CH:19][C:11]([C:12]([OH:14])=[O:13])=[C:10]([NH:21][C:22](=[O:31])[C:23]3[CH:28]=[CH:27][CH:26]=[C:25]([CH3:29])[C:24]=3[CH3:30])[CH:9]=2)[CH:5]=[CH:6][CH:7]=1, predict the reactants needed to synthesize it. (4) Given the product [CH2:1]([O:3][C:4](=[O:30])[CH2:5][N:6]([CH2:7][C:8]1[CH:13]=[CH:12][CH:11]=[C:10]([CH2:14][O:15][C:16]2[CH:21]=[CH:20][C:19]([C:22]3[CH:27]=[CH:26][C:25]([F:28])=[CH:24][C:23]=3[F:29])=[CH:18][CH:17]=2)[CH:9]=1)[C:37]([C:33]1[N:32]([CH3:31])[CH:36]=[CH:35][N:34]=1)=[O:38])[CH3:2], predict the reactants needed to synthesize it. The reactants are: [CH2:1]([O:3][C:4](=[O:30])[CH2:5][NH:6][CH2:7][C:8]1[CH:13]=[CH:12][CH:11]=[C:10]([CH2:14][O:15][C:16]2[CH:21]=[CH:20][C:19]([C:22]3[CH:27]=[CH:26][C:25]([F:28])=[CH:24][C:23]=3[F:29])=[CH:18][CH:17]=2)[CH:9]=1)[CH3:2].[CH3:31][N:32]1[CH:36]=[CH:35][N:34]=[C:33]1[C:37](O)=[O:38].CN([P+](ON1N=NC2C=CC=CC1=2)(N(C)C)N(C)C)C.F[P-](F)(F)(F)(F)F.C(N(C(C)C)CC)(C)C. (5) Given the product [C:1]([CH:5]1[CH2:10][CH2:9][CH:8]([C:11]2[N:22]3[C:17]([C:18](=[O:28])[NH:19][C:20]([CH:23]4[CH2:27][CH2:26][CH2:25][CH2:24]4)=[N:21]3)=[C:14]([CH2:15][CH3:16])[N:13]=2)[CH2:7][CH2:6]1)([CH3:4])([CH3:3])[CH3:2], predict the reactants needed to synthesize it. The reactants are: [C:1]([CH:5]1[CH2:10][CH2:9][CH:8]([C:11]([NH:13][CH:14]([C:17]2[C:18](=[O:28])[NH:19][C:20]([CH:23]3[CH2:27][CH2:26][CH2:25][CH2:24]3)=[N:21][N:22]=2)[CH2:15][CH3:16])=O)[CH2:7][CH2:6]1)([CH3:4])([CH3:3])[CH3:2].P(Cl)(Cl)(Cl)=O. (6) Given the product [CH3:1][C:2]1([CH3:10])[CH2:7][CH2:6][CH2:5][CH2:4][CH:3]1[CH2:8][NH:15][C:14]1[CH:16]=[CH:17][CH:18]=[C:12]([F:11])[CH:13]=1, predict the reactants needed to synthesize it. The reactants are: [CH3:1][C:2]1([CH3:10])[CH2:7][CH2:6][CH2:5][CH2:4][CH:3]1[CH:8]=O.[F:11][C:12]1[CH:13]=[C:14]([CH:16]=[CH:17][CH:18]=1)[NH2:15].C(O)(=O)C.C([BH3-])#N.[Na+]. (7) The reactants are: [CH3:1][C:2]1[C:8]([C:9]([F:12])([F:11])[F:10])=[CH:7][CH:6]=[CH:5][C:3]=1[NH2:4].[O:13](C(C)=O)[C:14]([CH3:16])=O. Given the product [CH3:1][C:2]1[C:8]([C:9]([F:10])([F:11])[F:12])=[CH:7][CH:6]=[CH:5][C:3]=1[NH:4][C:14](=[O:13])[CH3:16], predict the reactants needed to synthesize it.